From a dataset of Forward reaction prediction with 1.9M reactions from USPTO patents (1976-2016). Predict the product of the given reaction. (1) Given the reactants CO[C:3]([C:5]1[C:10]([CH2:11][S:12]([CH2:15][C:16]2[C:21]([F:22])=[CH:20][CH:19]=[C:18]([Cl:23])[C:17]=2[Cl:24])(=[O:14])=[O:13])=[N:9][CH:8]=[CH:7][N:6]=1)=[O:4].C(=O)([O-])[O-].[K+].[K+], predict the reaction product. The product is: [Cl:24][C:17]1[C:18]([Cl:23])=[CH:19][CH:20]=[C:21]([F:22])[C:16]=1[C:15]1[S:12](=[O:14])(=[O:13])[CH2:11][C:10]2[N:9]=[CH:8][CH:7]=[N:6][C:5]=2[C:3]=1[OH:4]. (2) Given the reactants [F:1][C:2]1[CH:3]=[C:4]([CH:20]=[C:21]([F:23])[CH:22]=1)[C:5]([O:7][C:8]12[CH2:14][C:11]([CH2:15][CH2:16][C:17](O)=[O:18])([CH2:12][CH2:13]1)[CH2:10][CH2:9]2)=[O:6].C(Cl)(=O)C(Cl)=O.C[Si]([CH:34]=[N+:35]=[N-:36])(C)C, predict the reaction product. The product is: [F:23][C:21]1[CH:20]=[C:4]([CH:3]=[C:2]([F:1])[CH:22]=1)[C:5]([O:7][C:8]12[CH2:14][C:11]([CH2:15][CH2:16][C:17](=[O:18])[CH:34]=[N+:35]=[N-:36])([CH2:12][CH2:13]1)[CH2:10][CH2:9]2)=[O:6]. (3) Given the reactants [NH2:1][C:2]1[CH:7]=[CH:6][C:5](/[C:8](/[C:25]2[CH:30]=[CH:29][C:28]([C:31]([F:34])([F:33])[F:32])=[CH:27][CH:26]=2)=[CH:9]\[CH:10]=[CH:11]\[C:12]([NH:14][C:15]2[CH:24]=[CH:23][CH:22]=[C:21]3[C:16]=2[CH:17]=[CH:18][N:19]=[CH:20]3)=[O:13])=[CH:4][CH:3]=1.[CH3:35][S:36](Cl)(=[O:38])=[O:37].C(N(CC)CC)C, predict the reaction product. The product is: [CH:20]1[C:21]2[C:16](=[C:15]([NH:14][C:12](=[O:13])/[CH:11]=[CH:10]/[CH:9]=[C:8](\[C:5]3[CH:6]=[CH:7][C:2]([NH:1][S:36]([CH3:35])(=[O:38])=[O:37])=[CH:3][CH:4]=3)/[C:25]3[CH:26]=[CH:27][C:28]([C:31]([F:34])([F:32])[F:33])=[CH:29][CH:30]=3)[CH:24]=[CH:23][CH:22]=2)[CH:17]=[CH:18][N:19]=1. (4) Given the reactants [CH2:1]([Li])CCC.[C:6]([C:8]1[N:12]([CH:13]2[CH2:18][CH2:17][N:16]([C:19]([O:21][CH:22]([CH3:24])[CH3:23])=[O:20])[CH2:15][CH2:14]2)[N:11]=[CH:10][C:9]=1[CH:25]=O)#[N:7], predict the reaction product. The product is: [C:6]([C:8]1[N:12]([CH:13]2[CH2:18][CH2:17][N:16]([C:19]([O:21][CH:22]([CH3:24])[CH3:23])=[O:20])[CH2:15][CH2:14]2)[N:11]=[CH:10][C:9]=1[CH:25]=[CH2:1])#[N:7]. (5) Given the reactants [CH3:1][O-:2].[Na+].Cl[C:5]([N:7]([CH2:21][C:22]1[CH:27]=[CH:26][CH:25]=[CH:24][C:23]=1[O:28][CH3:29])[C:8]1[CH:13]=[CH:12][CH:11]=[CH:10][C:9]=1[O:14][C:15]1[CH:20]=[CH:19][CH:18]=[CH:17][CH:16]=1)=[O:6], predict the reaction product. The product is: [CH3:29][O:28][C:23]1[CH:24]=[CH:25][CH:26]=[CH:27][C:22]=1[CH2:21][N:7]([C:5]([O:2][CH3:1])=[O:6])[C:8]1[CH:13]=[CH:12][CH:11]=[CH:10][C:9]=1[O:14][C:15]1[CH:20]=[CH:19][CH:18]=[CH:17][CH:16]=1. (6) The product is: [C:21]([CH2:2][CH:3]1[CH2:7][CH2:6][CH:5]([CH2:8][CH2:9][C:10]2[CH:15]=[C:14]([F:16])[CH:13]=[CH:12][C:11]=2[O:17][CH3:18])[O:4]1)#[N:22]. Given the reactants Br[CH2:2][CH:3]1[CH2:7][CH2:6][CH:5]([CH2:8][CH2:9][C:10]2[CH:15]=[C:14]([F:16])[CH:13]=[CH:12][C:11]=2[O:17][CH3:18])[O:4]1.[Na+].[I-].[C-:21]#[N:22].[K+].[Na].C([O-])(O)=O.[Na+].O, predict the reaction product. (7) Given the reactants [Br:1][C:2]1[CH:7]=[CH:6][CH:5]=[CH:4][C:3]=1C(CC(C)C)C(O)=O.[CH2:16](N(CC)CC)C.ClC([O:26][CH2:27][CH3:28])=O.[N-:29]=[N+:30]=[N-:31].[Na+], predict the reaction product. The product is: [Br:1][C:2]1[CH:7]=[C:6]([CH:28]([CH3:16])[C:27]([N:29]=[N+:30]=[N-:31])=[O:26])[CH:5]=[CH:4][CH:3]=1. (8) Given the reactants Br[C:2]1[C:3]([Cl:18])=[C:4]([NH:10][C:11](=[O:17])[O:12][C:13]([CH3:16])([CH3:15])[CH3:14])[CH:5]=[C:6]([C:8]#[N:9])[CH:7]=1.[Si:19]([O:26][CH2:27][CH:28]1[O:33][CH2:32][CH2:31][NH:30][CH2:29]1)([C:22]([CH3:25])([CH3:24])[CH3:23])([CH3:21])[CH3:20].C1C=CC(P(C2C(C3C(P(C4C=CC=CC=4)C4C=CC=CC=4)=CC=C4C=3C=CC=C4)=C3C(C=CC=C3)=CC=2)C2C=CC=CC=2)=CC=1, predict the reaction product. The product is: [Si:19]([O:26][CH2:27][CH:28]1[CH2:29][N:30]([C:2]2[C:3]([Cl:18])=[C:4]([NH:10][C:11](=[O:17])[O:12][C:13]([CH3:16])([CH3:15])[CH3:14])[CH:5]=[C:6]([C:8]#[N:9])[CH:7]=2)[CH2:31][CH2:32][O:33]1)([C:22]([CH3:25])([CH3:23])[CH3:24])([CH3:21])[CH3:20]. (9) Given the reactants Cl.Cl.[Cl:3][C:4]1[C:8]([NH:9][CH3:10])=[CH:7][N:6]([C:11]2[CH:12]=[N:13][CH:14]=[CH:15][CH:16]=2)[N:5]=1.N1C=CC=CC=1.Cl[CH2:24][CH2:25][S:26](Cl)(=[O:28])=[O:27].O, predict the reaction product. The product is: [CH3:10][N:9]([C:8]1[C:4]([Cl:3])=[N:5][N:6]([C:11]2[CH:12]=[N:13][CH:14]=[CH:15][CH:16]=2)[CH:7]=1)[S:26]([CH:25]=[CH2:24])(=[O:28])=[O:27]. (10) Given the reactants [F:1][C:2]([F:35])([F:34])[C:3]1[CH:4]=[C:5]([CH:27]=[C:28]([C:30]([F:33])([F:32])[F:31])[CH:29]=1)[C:6]([N:8]1[CH2:13][CH2:12][CH:11]([N:14]2[CH2:19][CH2:18][NH:17][CH2:16][CH2:15]2)[CH2:10][CH:9]1[CH2:20][C:21]1[CH:26]=[CH:25][CH:24]=[CH:23][CH:22]=1)=[O:7].Cl[CH:37]([C:49]1[CH:54]=[CH:53][CH:52]=[CH:51][CH:50]=1)[C:38]([O:40][C:41]1[CH:46]=[C:45]([CH3:47])[CH:44]=[C:43]([CH3:48])[CH:42]=1)=[O:39].C(=O)([O-])[O-].[Na+].[Na+], predict the reaction product. The product is: [F:35][C:2]([F:34])([F:1])[C:3]1[CH:4]=[C:5]([CH:27]=[C:28]([C:30]([F:33])([F:31])[F:32])[CH:29]=1)[C:6]([N:8]1[CH2:13][CH2:12][C@H:11]([N:14]2[CH2:15][CH2:16][N:17]([CH:37]([C:49]3[CH:54]=[CH:53][CH:52]=[CH:51][CH:50]=3)[C:38]([O:40][C:41]3[CH:42]=[C:43]([CH3:48])[CH:44]=[C:45]([CH3:47])[CH:46]=3)=[O:39])[CH2:18][CH2:19]2)[CH2:10][C@@H:9]1[CH2:20][C:21]1[CH:26]=[CH:25][CH:24]=[CH:23][CH:22]=1)=[O:7].